Dataset: Merck oncology drug combination screen with 23,052 pairs across 39 cell lines. Task: Regression. Given two drug SMILES strings and cell line genomic features, predict the synergy score measuring deviation from expected non-interaction effect. (1) Drug 1: Cn1nnc2c(C(N)=O)ncn2c1=O. Drug 2: COC1=C2CC(C)CC(OC)C(O)C(C)C=C(C)C(OC(N)=O)C(OC)C=CC=C(C)C(=O)NC(=CC1=O)C2=O. Cell line: T47D. Synergy scores: synergy=-35.9. (2) Drug 1: CC1CC2C3CCC4=CC(=O)C=CC4(C)C3(F)C(O)CC2(C)C1(O)C(=O)CO. Drug 2: CNC(=O)c1cc(Oc2ccc(NC(=O)Nc3ccc(Cl)c(C(F)(F)F)c3)cc2)ccn1. Cell line: MSTO. Synergy scores: synergy=-13.3.